This data is from Reaction yield outcomes from USPTO patents with 853,638 reactions. The task is: Predict the reaction yield, written as a fraction of the theoretical maximum amount of product (1.0 means a 100% yield; for example, 0.34 means a 34% yield). (1) The reactants are N(OS(=O)(=O)O)=[O:2].[CH2:8]([O:15][C:16]1[CH:24]=[C:23]([C:25]([F:28])([F:27])[F:26])[CH:22]=[C:21]([O:29][CH3:30])[C:17]=1[C:18](N)=[O:19])[C:9]1[CH:14]=[CH:13][CH:12]=[CH:11][CH:10]=1. The catalyst is O.ClCCl. The product is [CH2:8]([O:15][C:16]1[CH:24]=[C:23]([C:25]([F:28])([F:27])[F:26])[CH:22]=[C:21]([O:29][CH3:30])[C:17]=1[C:18]([OH:2])=[O:19])[C:9]1[CH:14]=[CH:13][CH:12]=[CH:11][CH:10]=1. The yield is 0.649. (2) The reactants are Br[C:2]1[CH:9]=[CH:8][C:5]([C:6]#[N:7])=[C:4]([O:10][CH3:11])[CH:3]=1.C([O:15][B:16](OC(C)C)[O:17]C(C)C)(C)C.C([Li])CCC.Cl. The catalyst is O.C1COCC1. The product is [C:6]([C:5]1[CH:8]=[CH:9][C:2]([B:16]([OH:17])[OH:15])=[CH:3][C:4]=1[O:10][CH3:11])#[N:7]. The yield is 0.550.